From a dataset of Catalyst prediction with 721,799 reactions and 888 catalyst types from USPTO. Predict which catalyst facilitates the given reaction. Reactant: C([Li])CCC.[F:6][C:7]1[C:12]([CH3:13])=[C:11](I)[CH:10]=[CH:9][N:8]=1.[O:15]=[C:16]([CH2:21][CH3:22])[C:17]([O:19][CH3:20])=[O:18].O.C1COCC1. Product: [F:6][C:7]1[C:12]([CH3:13])=[C:11]([C:16]([OH:15])([CH2:21][CH3:22])[C:17]([O:19][CH3:20])=[O:18])[CH:10]=[CH:9][N:8]=1. The catalyst class is: 323.